From a dataset of Catalyst prediction with 721,799 reactions and 888 catalyst types from USPTO. Predict which catalyst facilitates the given reaction. Reactant: [C:1](#[N:5])[CH2:2][C:3]#[N:4].[H-].[Na+].[Cl:8][C:9]1[CH:24]=[CH:23][C:12]([O:13][C:14]2[CH:22]=[CH:21][C:17]([C:18](Cl)=[O:19])=[CH:16][CH:15]=2)=[CH:11][CH:10]=1.S(OC)(O[CH3:29])(=O)=O. Product: [Cl:8][C:9]1[CH:24]=[CH:23][C:12]([O:13][C:14]2[CH:22]=[CH:21][C:17]([C:18]([O:19][CH3:29])=[C:2]([C:1]#[N:5])[C:3]#[N:4])=[CH:16][CH:15]=2)=[CH:11][CH:10]=1. The catalyst class is: 30.